This data is from Forward reaction prediction with 1.9M reactions from USPTO patents (1976-2016). The task is: Predict the product of the given reaction. (1) Given the reactants [CH2:1]([O:8][C:9]1[C:10]([O:29][CH3:30])=[CH:11][C:12]([C:23]2[N:27]=[C:26]([CH3:28])[O:25][N:24]=2)=[C:13]([CH:15]([C:17]2[CH:22]=[CH:21][CH:20]=[CH:19][CH:18]=2)[OH:16])[CH:14]=1)[C:2]1[CH:7]=[CH:6][CH:5]=[CH:4][CH:3]=1, predict the reaction product. The product is: [CH2:1]([O:8][C:9]1[C:10]([O:29][CH3:30])=[CH:11][C:12]([C:23]2[N:27]=[C:26]([CH3:28])[O:25][N:24]=2)=[C:13]([C:15]([C:17]2[CH:22]=[CH:21][CH:20]=[CH:19][CH:18]=2)=[O:16])[CH:14]=1)[C:2]1[CH:3]=[CH:4][CH:5]=[CH:6][CH:7]=1. (2) Given the reactants [Cl:1][CH2:2][C:3]1[CH:8]=[CH:7][C:6]([C:9]2[O:13][N:12]=[C:11]([CH2:14][CH:15]3[CH2:20][CH2:19][N:18]([CH:21]4[CH2:25][CH2:24][CH2:23][CH2:22]4)[CH2:17][CH2:16]3)[N:10]=2)=[CH:5][CH:4]=1.[CH3:26][NH2:27], predict the reaction product. The product is: [ClH:1].[ClH:1].[CH:21]1([N:18]2[CH2:19][CH2:20][CH:15]([CH2:14][C:11]3[N:10]=[C:9]([C:6]4[CH:5]=[CH:4][C:3]([CH2:2][CH2:26][NH2:27])=[CH:8][CH:7]=4)[O:13][N:12]=3)[CH2:16][CH2:17]2)[CH2:22][CH2:23][CH2:24][CH2:25]1. (3) Given the reactants [Cl:1][C:2]1[CH:3]=[C:4]([C:10]2[O:11][C:12]3[C:17]([C:18](=[O:20])[CH:19]=2)=[C:16]([OH:21])[CH:15]=[C:14]([O:22]COC)[C:13]=3[CH2:26][CH:27]=[C:28]([CH3:30])[CH3:29])[CH:5]=[CH:6][C:7]=1[O:8][CH3:9], predict the reaction product. The product is: [Cl:1][C:2]1[CH:3]=[C:4]([C:10]2[O:11][C:12]3[C:17]([C:18](=[O:20])[CH:19]=2)=[C:16]([OH:21])[CH:15]=[C:14]([OH:22])[C:13]=3[CH2:26][CH:27]=[C:28]([CH3:30])[CH3:29])[CH:5]=[CH:6][C:7]=1[O:8][CH3:9]. (4) Given the reactants [CH:1]([C:3]1[CH:10]=[CH:9][C:6]([C:7]#[N:8])=[CH:5][C:4]=1[O:11][CH3:12])=O.[O:13]=[C:14]([CH3:23])[CH2:15][C:16]([O:18][CH2:19][CH2:20][C:21]#[N:22])=[O:17].C(O)(=O)C.N1CCCCC1, predict the reaction product. The product is: [C:7]([C:6]1[CH:9]=[CH:10][C:3]([CH:1]=[C:15]([C:14](=[O:13])[CH3:23])[C:16]([O:18][CH2:19][CH2:20][C:21]#[N:22])=[O:17])=[C:4]([O:11][CH3:12])[CH:5]=1)#[N:8]. (5) Given the reactants C([O:8][N:9]1[C:15](=[O:16])[N:14]2[CH2:17][C@H:10]1[CH2:11][CH2:12][C@H:13]2[C:18]([NH:20][N:21]1[CH2:26][CH2:25][CH2:24][CH2:23][C:22]1=[O:27])=[O:19])C1C=CC=CC=1, predict the reaction product. The product is: [OH:8][N:9]1[C:15](=[O:16])[N:14]2[CH2:17][C@H:10]1[CH2:11][CH2:12][C@H:13]2[C:18]([NH:20][N:21]1[CH2:26][CH2:25][CH2:24][CH2:23][C:22]1=[O:27])=[O:19]. (6) Given the reactants [CH3:1][O:2][CH:3]([O:8][CH3:9])[C:4](OC)=[O:5].[Cl:10][C:11]1[C:12]([F:20])=[CH:13][C:14]([F:19])=[C:15]([CH:18]=1)[CH2:16][NH2:17], predict the reaction product. The product is: [Cl:10][C:11]1[C:12]([F:20])=[CH:13][C:14]([F:19])=[C:15]([CH:18]=1)[CH2:16][NH:17][C:4](=[O:5])[CH:3]([O:8][CH3:9])[O:2][CH3:1]. (7) The product is: [Br:1][C:2]1[CH:3]=[CH:4][C:5]([I:10])=[C:6]([CH:7]=1)[CH2:8][O:9][Si:17]([C:13]([CH3:16])([CH3:15])[CH3:14])([CH3:20])[CH3:19]. Given the reactants [Br:1][C:2]1[CH:3]=[CH:4][C:5]([I:10])=[C:6]([CH2:8][OH:9])[CH:7]=1.[H-].[Na+].[C:13]([Si:17]([CH3:20])([CH3:19])Cl)([CH3:16])([CH3:15])[CH3:14].[I-].[K+], predict the reaction product.